From a dataset of Forward reaction prediction with 1.9M reactions from USPTO patents (1976-2016). Predict the product of the given reaction. (1) Given the reactants [Br:1][C:2]1[CH:10]=[C:9]([CH3:11])[C:5]2[S:6][CH:7]=[CH:8][C:4]=2[CH:3]=1.C1C(=O)N([Br:19])C(=O)C1, predict the reaction product. The product is: [Br:1][C:2]1[CH:10]=[C:9]([CH2:11][Br:19])[C:5]2[S:6][CH:7]=[CH:8][C:4]=2[CH:3]=1. (2) Given the reactants [NH:1]1[C:9]2[C:4](=[N:5][CH:6]=[CH:7][CH:8]=2)[C:3]([NH2:10])=[CH:2]1.Cl[CH2:12][CH2:13][N:14]([CH2:16][CH2:17]Cl)[CH3:15].C([O-])([O-])=O.[Na+].[Na+].CO.C(Cl)Cl, predict the reaction product. The product is: [CH3:15][N:14]1[CH2:16][CH2:17][N:10]([C:3]2[C:4]3=[N:5][CH:6]=[CH:7][CH:8]=[C:9]3[NH:1][CH:2]=2)[CH2:12][CH2:13]1. (3) The product is: [CH2:32]([O:31][C@H:12]1[C@H:13]([O:23][CH2:24][C:25]2[CH:30]=[CH:29][CH:28]=[CH:27][CH:26]=2)[C@@H:14]([O:15][CH2:16][C:17]2[CH:18]=[CH:19][CH:20]=[CH:21][CH:22]=2)[C@H:9]([O:8][CH2:1][C:2]2[CH:3]=[CH:4][CH:5]=[CH:6][CH:7]=2)[O:10][C@@H:11]1[CH2:39][OH:40])[C:33]1[CH:38]=[CH:37][CH:36]=[CH:35][CH:34]=1. Given the reactants [CH2:1]([O:8][C@H:9]1[C@H:14]([O:15][CH2:16][C:17]2[CH:22]=[CH:21][CH:20]=[CH:19][CH:18]=2)[C@@H:13]([O:23][CH2:24][C:25]2[CH:30]=[CH:29][CH:28]=[CH:27][CH:26]=2)[C@H:12]([O:31][CH2:32][C:33]2[CH:38]=[CH:37][CH:36]=[CH:35][CH:34]=2)[C@@H:11]([CH2:39][O:40]C(C2C=CC=CC=2)(C2C=CC=CC=2)C2C=CC=CC=2)[O:10]1)[C:2]1[CH:7]=[CH:6][CH:5]=[CH:4][CH:3]=1.O.C(Cl)Cl.FC(F)(F)C(O)=O, predict the reaction product. (4) Given the reactants Cl[C:2]1[N:3]=[N:4][CH:5]=[C:6](Cl)[C:7]=1[Cl:8].Cl.[NH:11]1[CH2:16][CH2:15][CH:14]([C:17]2[CH:24]=[CH:23][CH:22]=[CH:21][C:18]=2[C:19]#[N:20])[CH2:13][CH2:12]1.C(=O)([O-])[O-].[K+].[K+].[NH2:31][NH2:32], predict the reaction product. The product is: [Cl:8][C:7]1[C:6]([N:11]2[CH2:16][CH2:15][CH:14]([C:17]3[CH:24]=[CH:23][CH:22]=[CH:21][C:18]=3[C:19]#[N:20])[CH2:13][CH2:12]2)=[CH:5][N:4]=[N:3][C:2]=1[NH:31][NH2:32]. (5) Given the reactants BrC1C2C(=NN(C3C=CN=CC=3)N=2)C(Br)=CC=1.Br[C:19]1[C:27]2[C:23](=[N:24][N:25]([C:28]3[CH:33]=[N:32][CH:31]=[CH:30][N:29]=3)[N:26]=2)[C:22](Br)=[CH:21][CH:20]=1, predict the reaction product. The product is: [N:29]1[CH:30]=[CH:31][N:32]=[CH:33][C:28]=1[N:25]1[N:26]=[C:27]2[CH:19]=[CH:20][CH:21]=[CH:22][C:23]2=[N:24]1. (6) The product is: [C:26]([O:30][C:31]([NH:33][C@@H:14]1[CH2:13][CH2:12][N:11]([C:16]([O:18][CH2:19][C:20]2[CH:21]=[CH:22][CH:23]=[CH:24][CH:25]=2)=[O:17])[CH2:10][C@H:9]1[OH:60])=[O:32])([CH3:29])([CH3:28])[CH3:27]. Given the reactants C(OC(N[C@@H:9]1[C@@H:14](O)[CH2:13][CH2:12][N:11]([C:16]([O:18][CH2:19][C:20]2[CH:25]=[CH:24][CH:23]=[CH:22][CH:21]=2)=[O:17])[CH2:10]1)=O)(C)(C)C.[C:26]([O:30][C:31]([NH:33][C@H]1[C@H](O)CCN(C(OCC2C=CC=CC=2)=O)C1)=[O:32])([CH3:29])([CH3:28])[CH3:27].CCCCCCC.C([OH:60])C, predict the reaction product.